This data is from Full USPTO retrosynthesis dataset with 1.9M reactions from patents (1976-2016). The task is: Predict the reactants needed to synthesize the given product. (1) Given the product [CH2:34]([C:33]1[N:32]([C:36]2[CH:37]=[CH:38][CH:39]=[CH:40][CH:41]=2)[N:31]=[CH:30][C:29]=1[C:27]1[N:26]=[CH:25][N:24]([C:19]2[CH:18]=[C:17]([CH:22]=[CH:21][C:20]=2[CH3:23])[C:16]([NH:13][C:4]2[CH:5]=[C:6]([C:9]([F:11])([F:10])[F:12])[CH:7]=[CH:8][C:3]=2[O:2][CH3:1])=[O:15])[CH:28]=1)[CH3:35], predict the reactants needed to synthesize it. The reactants are: [CH3:1][O:2][C:3]1[CH:8]=[CH:7][C:6]([C:9]([F:12])([F:11])[F:10])=[CH:5][C:4]=1[NH2:13].C[O:15][C:16](=O)[C:17]1[CH:22]=[CH:21][C:20]([CH3:23])=[C:19]([N:24]2[CH:28]=[C:27]([C:29]3[CH:30]=[N:31][N:32]([C:36]4[CH:41]=[CH:40][CH:39]=[CH:38][CH:37]=4)[C:33]=3[CH2:34][CH3:35])[N:26]=[CH:25]2)[CH:18]=1. (2) Given the product [Cl:1][C:2]1[CH:7]=[C:6]([C:8]2[N:13]=[C:12]([N:36]3[CH2:35][CH:34]4[CH2:39][CH:37]3[CH2:38][N:33]4[CH:30]([CH3:32])[CH3:31])[N:11]=[C:10]([NH:17][CH2:18][CH:19]([O:22][CH3:23])[O:20][CH3:21])[CH:9]=2)[CH:5]=[CH:4][N:3]=1, predict the reactants needed to synthesize it. The reactants are: [Cl:1][C:2]1[CH:7]=[C:6]([C:8]2[N:13]=[C:12](S(C)=O)[N:11]=[C:10]([NH:17][CH2:18][CH:19]([O:22][CH3:23])[O:20][CH3:21])[CH:9]=2)[CH:5]=[CH:4][N:3]=1.CN(C=O)C.Cl.[CH:30]([N:33]1[CH2:38][CH:37]2[CH2:39][C@H:34]1[CH2:35][NH:36]2)([CH3:32])[CH3:31].C([O-])([O-])=O.[K+].[K+]. (3) Given the product [S:9]1[C:5]([C:3]([O:2][CH3:1])=[O:4])=[CH:6][C:7]2=[CH:12][S:11][CH:10]=[C:8]12, predict the reactants needed to synthesize it. The reactants are: [CH3:1][O:2][C:3]([C:5]1[S:9][C:8]2[CH2:10][S:11][CH2:12][C:7]=2[CH:6]=1)=[O:4].C1C=C(Cl)C=C(C(OO)=O)C=1. (4) Given the product [C:1]([O:5][C:6]([N:8]1[CH2:13][CH2:12][N:11]([CH2:14][C:15]2[N:19]([CH2:20][C:21]3[CH:26]=[CH:25][C:24]([C:27]#[N:28])=[C:23]([O:31][C:32]4[CH:37]=[CH:36][CH:35]=[C:34]([CH3:38])[N:33]=4)[CH:22]=3)[C:18]([CH3:30])=[N:17][CH:16]=2)[CH2:10][CH2:9]1)=[O:7])([CH3:4])([CH3:3])[CH3:2], predict the reactants needed to synthesize it. The reactants are: [C:1]([O:5][C:6]([N:8]1[CH2:13][CH2:12][N:11]([CH2:14][C:15]2[N:19]([CH2:20][C:21]3[CH:26]=[CH:25][C:24]([C:27]#[N:28])=[C:23](F)[CH:22]=3)[C:18]([CH3:30])=[N:17][CH:16]=2)[CH2:10][CH2:9]1)=[O:7])([CH3:4])([CH3:3])[CH3:2].[OH:31][C:32]1[CH:37]=[CH:36][CH:35]=[C:34]([CH3:38])[N:33]=1.C(=O)([O-])[O-].[Cs+].[Cs+].CCOC(C)=O. (5) Given the product [F:25][C:21]1[CH:20]=[C:19]([C@H:5]([O:4][CH2:3][CH2:2][NH:1][C:34]([O:36][CH3:37])=[O:35])[C@@H:6]2[CH2:11][CH2:10][CH2:9][N:8]([C:12]([O:14][C:15]([CH3:18])([CH3:16])[CH3:17])=[O:13])[CH2:7]2)[CH:24]=[CH:23][CH:22]=1, predict the reactants needed to synthesize it. The reactants are: [NH2:1][CH2:2][CH2:3][O:4][C@@H:5]([C:19]1[CH:24]=[CH:23][CH:22]=[C:21]([F:25])[CH:20]=1)[C@@H:6]1[CH2:11][CH2:10][CH2:9][N:8]([C:12]([O:14][C:15]([CH3:18])([CH3:17])[CH3:16])=[O:13])[CH2:7]1.CCN(CC)CC.Cl[C:34]([O:36][CH3:37])=[O:35].O. (6) Given the product [OH:19][C:15]1[CH:14]=[C:13]([N:12]2[C:1](=[O:11])[C:2]3=[CH:10][CH:9]=[CH:8][CH:7]=[C:3]3[C:4]2=[O:6])[CH:18]=[CH:17][CH:16]=1, predict the reactants needed to synthesize it. The reactants are: [C:1]1(=[O:11])[O:6][C:4](=O)[C:3]2=[CH:7][CH:8]=[CH:9][CH:10]=[C:2]12.[NH2:12][C:13]1[CH:14]=[C:15]([OH:19])[CH:16]=[CH:17][CH:18]=1. (7) The reactants are: S(Cl)([Cl:3])=O.[CH2:5]([O:12][C:13]1[CH:20]=[CH:19][C:16]([CH2:17]O)=[CH:15][C:14]=1[O:21][CH3:22])[C:6]1[CH:11]=[CH:10][CH:9]=[CH:8][CH:7]=1. Given the product [CH2:5]([O:12][C:13]1[CH:20]=[CH:19][C:16]([CH2:17][Cl:3])=[CH:15][C:14]=1[O:21][CH3:22])[C:6]1[CH:11]=[CH:10][CH:9]=[CH:8][CH:7]=1, predict the reactants needed to synthesize it. (8) The reactants are: CCN(C(C)C)C(C)C.[C:10]1([N:16]2[CH:20]=[C:19]([C:21]([OH:23])=O)[N:18]=[N:17]2)[CH:15]=[CH:14][CH:13]=[CH:12][CH:11]=1.C1C=CC2N(O)N=NC=2C=1.CCN=C=NCCCN(C)C.[ClH:45].[NH2:46][CH2:47][C:48]([N:50]1[CH2:55][CH2:54][CH:53]([O:56][C:57]2[CH:62]=[CH:61][CH:60]=[C:59](C(F)(F)F)[CH:58]=2)[CH2:52][CH2:51]1)=[O:49]. Given the product [Cl:45][C:58]1[CH:59]=[CH:60][CH:61]=[CH:62][C:57]=1[O:56][CH:53]1[CH2:54][CH2:55][N:50]([C:48](=[O:49])[CH2:47][NH:46][C:21]([C:19]2[N:18]=[N:17][N:16]([C:10]3[CH:11]=[CH:12][CH:13]=[CH:14][CH:15]=3)[CH:20]=2)=[O:23])[CH2:51][CH2:52]1, predict the reactants needed to synthesize it.